This data is from Forward reaction prediction with 1.9M reactions from USPTO patents (1976-2016). The task is: Predict the product of the given reaction. (1) Given the reactants C1(O)C=CC=CC=1.[O:8]1[CH:13]=[CH:12][CH2:11][CH2:10][CH2:9]1.[OH:14][C:15]1[CH:31]=[CH:30][C:18]([CH:19]=[C:20]2[C:25](=[O:26])[O:24][C:23]([CH3:28])([CH3:27])[O:22][C:21]2=[O:29])=[CH:17][CH:16]=1, predict the reaction product. The product is: [CH3:27][C:23]1([CH3:28])[O:24][C:25](=[O:26])[C:20](=[CH:19][C:18]2[CH:30]=[CH:31][C:15]([O:14][CH:13]3[CH2:12][CH2:11][CH2:10][CH2:9][O:8]3)=[CH:16][CH:17]=2)[C:21](=[O:29])[O:22]1. (2) The product is: [Br-:13].[NH3+:17][CH2:16][CH2:15][CH2:14][N+:1]1[C:11]2[C:6](=[CH:7][CH:8]=[CH:9][CH:10]=2)[C:4]([CH3:5])=[CH:3][CH:2]=1.[Br-:12]. Given the reactants [N:1]1[C:11]2[C:6](=[CH:7][CH:8]=[CH:9][CH:10]=2)[C:4]([CH3:5])=[CH:3][CH:2]=1.[BrH:12].[Br:13][CH2:14][CH2:15][CH2:16][NH2:17], predict the reaction product. (3) Given the reactants Br[C:2]1[CH:7]=[CH:6][C:5]([OH:8])=[CH:4][CH:3]=1.[F:9][C:10]([F:21])([F:20])[C:11]1[CH:16]=[CH:15][C:14](B(O)O)=[CH:13][CH:12]=1.C(=O)([O-])[O-].[K+].[K+], predict the reaction product. The product is: [F:9][C:10]([F:21])([F:20])[C:11]1[CH:16]=[CH:15][C:14]([C:2]2[CH:7]=[CH:6][C:5]([OH:8])=[CH:4][CH:3]=2)=[CH:13][CH:12]=1. (4) The product is: [CH:1]([C:4]1[NH:5][C:6]([C:24]2[CH:29]=[CH:28][CH:27]=[C:26]([CH3:30])[N:25]=2)=[C:7]([C:9]2[CH:10]=[C:11]([C:15]3[N:16]=[CH:17][C:18]([NH2:21])=[CH:19][CH:20]=3)[CH:12]=[CH:13][CH:14]=2)[N:8]=1)([CH3:3])[CH3:2]. Given the reactants [CH:1]([C:4]1[NH:5][C:6]([C:24]2[CH:29]=[CH:28][CH:27]=[C:26]([CH3:30])[N:25]=2)=[C:7]([C:9]2[CH:10]=[C:11]([C:15]3[CH:20]=[CH:19][C:18]([N+:21]([O-])=O)=[CH:17][N:16]=3)[CH:12]=[CH:13][CH:14]=2)[N:8]=1)([CH3:3])[CH3:2], predict the reaction product. (5) The product is: [C:1]([O:5][C:6](=[O:7])[NH:8][C@H:9]1[CH2:10][CH2:11][C@@H:12]([NH:20][C:23]([O:49][CH2:42][C:43]2[CH:48]=[CH:47][CH:46]=[CH:45][CH:44]=2)=[O:32])[CH2:13][CH2:14]1)([CH3:2])([CH3:3])[CH3:4]. Given the reactants [C:1]([O:5][C:6]([NH:8][C@@H:9]1[CH2:14][CH2:13][C@H:12](C(O)=O)[CH2:11][CH2:10]1)=[O:7])([CH3:4])([CH3:3])[CH3:2].C([N:20]([CH2:23]C)CC)C.C1(P(N=[N+]=[N-])(C2C=CC=CC=2)=[O:32])C=CC=CC=1.[CH2:42]([OH:49])[C:43]1[CH:48]=[CH:47][CH:46]=[CH:45][CH:44]=1, predict the reaction product. (6) Given the reactants [Cl:1][C:2]1[CH:7]=[CH:6][C:5]([C:8]2[CH:13]=[C:12]([CH3:14])[N:11]3[N:15]=[CH:16][C:17]([C:18]([OH:20])=O)=[C:10]3[N:9]=2)=[CH:4][CH:3]=1.O[NH:22][C:23]([C:25]1[S:26][C:27]([S:30](=[O:33])(=[O:32])[NH2:31])=[CH:28][CH:29]=1)=[NH:24], predict the reaction product. The product is: [Cl:1][C:2]1[CH:3]=[CH:4][C:5]([C:8]2[CH:13]=[C:12]([CH3:14])[N:11]3[N:15]=[CH:16][C:17]([C:18]4[O:20][N:24]=[C:23]([C:25]5[S:26][C:27]([S:30]([NH2:31])(=[O:33])=[O:32])=[CH:28][CH:29]=5)[N:22]=4)=[C:10]3[N:9]=2)=[CH:6][CH:7]=1. (7) Given the reactants C([O:8][C:9]1[C:18]2[C:13](=[CH:14][C:15]([O:19][C@H:20]3[CH2:25][CH2:24][C@H:23]([NH:26]C(=O)C)[CH2:22][CH2:21]3)=[CH:16][CH:17]=2)[CH:12]=[CH:11][N:10]=1)C1C=CC=CC=1, predict the reaction product. The product is: [NH2:26][C@H:23]1[CH2:22][CH2:21][C@H:20]([O:19][C:15]2[CH:14]=[C:13]3[C:18](=[CH:17][CH:16]=2)[C:9](=[O:8])[NH:10][CH:11]=[CH:12]3)[CH2:25][CH2:24]1. (8) The product is: [BrH:1].[N:6]1[CH:7]=[CH:8][CH:9]=[CH:10][C:5]=1[C:3]1[N:11]=[C:12]2[N:17]=[CH:16][CH:15]=[CH:14][N:13]2[CH:2]=1. Given the reactants [Br:1][CH2:2][C:3]([C:5]1[CH:10]=[CH:9][CH:8]=[CH:7][N:6]=1)=O.[NH2:11][C:12]1[N:17]=[CH:16][CH:15]=[CH:14][N:13]=1, predict the reaction product. (9) Given the reactants [C:1]1([C:7]2([C:10]3[N:15]=[C:14]4[S:16][C:17]([C:19]5[CH:20]=[C:21]6[C:25](=[CH:26][CH:27]=5)[CH2:24][N:23]([CH2:28][CH2:29][C:30]([O:32]C)=[O:31])[CH2:22]6)=[N:18][C:13]4=[CH:12][CH:11]=3)[CH2:9][CH2:8]2)[CH:6]=[CH:5][CH:4]=[CH:3][CH:2]=1.O.O.[OH-].[Li+], predict the reaction product. The product is: [C:1]1([C:7]2([C:10]3[N:15]=[C:14]4[S:16][C:17]([C:19]5[CH:20]=[C:21]6[C:25](=[CH:26][CH:27]=5)[CH2:24][N:23]([CH2:28][CH2:29][C:30]([OH:32])=[O:31])[CH2:22]6)=[N:18][C:13]4=[CH:12][CH:11]=3)[CH2:8][CH2:9]2)[CH:6]=[CH:5][CH:4]=[CH:3][CH:2]=1.